This data is from Peptide-MHC class I binding affinity with 185,985 pairs from IEDB/IMGT. The task is: Regression. Given a peptide amino acid sequence and an MHC pseudo amino acid sequence, predict their binding affinity value. This is MHC class I binding data. The peptide sequence is ERLAKLTEA. The MHC is HLA-B08:01 with pseudo-sequence HLA-B08:01. The binding affinity (normalized) is 0.